This data is from Catalyst prediction with 721,799 reactions and 888 catalyst types from USPTO. The task is: Predict which catalyst facilitates the given reaction. (1) Reactant: [C:1]([C:5]1[CH:9]=[C:8]([C:10](OCC)=[O:11])[N:7]([CH2:15][C:16]2[CH:21]=[CH:20][C:19]([CH2:22][O:23][CH2:24][O:25][CH3:26])=[CH:18][CH:17]=2)[N:6]=1)([CH3:4])([CH3:3])[CH3:2].[H-].[Al+3].[Li+].[H-].[H-].[H-].C(O)C.[Cl-].[NH4+]. Product: [C:1]([C:5]1[CH:9]=[C:8]([CH2:10][OH:11])[N:7]([CH2:15][C:16]2[CH:17]=[CH:18][C:19]([CH2:22][O:23][CH2:24][O:25][CH3:26])=[CH:20][CH:21]=2)[N:6]=1)([CH3:4])([CH3:2])[CH3:3]. The catalyst class is: 7. (2) The catalyst class is: 4. Product: [C:40]([N:3]1[CH2:4][CH2:5][C:6]2[N:7]([CH2:15][C:16]([O:18][CH2:19][CH3:20])=[O:17])[C:8]3[CH:9]=[CH:10][CH:11]=[CH:12][C:13]=3[C:14]=2[CH2:2]1)(=[O:41])[C:30]1[CH:39]=[CH:34][CH:33]=[CH:32][CH:31]=1. Reactant: Cl.[CH2:2]1[C:14]2[C:13]3[CH:12]=[CH:11][CH:10]=[CH:9][C:8]=3[N:7]([CH2:15][C:16]([O:18][CH2:19][CH3:20])=[O:17])[C:6]=2[CH2:5][CH2:4][NH:3]1.CCN(C(C)C)C(C)C.[C:30]1([C:40](Cl)=[O:41])[C:39]2[C:34](=CC=CC=2)[CH:33]=[CH:32][CH:31]=1. (3) Reactant: [ClH:1].Cl.Cl.[CH:4]([N:7]([CH2:21]/[CH:22]=[CH:23]/[C:24]1[CH:25]=[C:26]([CH:30]=[CH:31][CH:32]=1)[C:27]([NH2:29])=[NH:28])[C:8]1[CH:13]=[CH:12][C:11]([O:14][CH:15]2[CH2:20][CH2:19][NH:18][CH2:17][CH2:16]2)=[CH:10][CH:9]=1)([CH3:6])[CH3:5].Cl.[C:34](=[NH:39])(OCC)[CH3:35].C(N(CC)CC)C.Cl. Product: [ClH:1].[ClH:1].[ClH:1].[C:34]([N:18]1[CH2:17][CH2:16][CH:15]([O:14][C:11]2[CH:10]=[CH:9][C:8]([N:7]([CH2:21]/[CH:22]=[CH:23]/[C:24]3[CH:25]=[C:26]([CH:30]=[CH:31][CH:32]=3)[C:27]([NH2:29])=[NH:28])[CH:4]([CH3:6])[CH3:5])=[CH:13][CH:12]=2)[CH2:20][CH2:19]1)(=[NH:39])[CH3:35]. The catalyst class is: 71. (4) Reactant: [CH3:1][O:2][C:3]1[C:4]([O:21]COC)=[C:5]([C:11]2[CH:12]=[C:13]3[C:17](=[CH:18][CH:19]=2)[C:16](=[O:20])[NH:15][CH2:14]3)[CH:6]=[CH:7][C:8]=1[O:9][CH3:10].Cl. Product: [OH:21][C:4]1[C:3]([O:2][CH3:1])=[C:8]([O:9][CH3:10])[CH:7]=[CH:6][C:5]=1[C:11]1[CH:12]=[C:13]2[C:17](=[CH:18][CH:19]=1)[C:16](=[O:20])[NH:15][CH2:14]2. The catalyst class is: 5. (5) Reactant: [C:1]1([N:7]2[CH:11]=[CH:10][CH:9]=[N:8]2)[CH:6]=[CH:5][CH:4]=[CH:3][CH:2]=1.C([Li])CCC.[CH3:17][O:18][CH2:19][CH:20]1[CH2:22][O:21]1.Cl. Product: [CH3:17][O:18][CH2:19][CH:20]([OH:21])[CH2:22][C:11]1[N:7]([C:1]2[CH:2]=[CH:3][CH:4]=[CH:5][CH:6]=2)[N:8]=[CH:9][CH:10]=1. The catalyst class is: 134. (6) Reactant: Br[C:2]1[CH:7]=[CH:6][C:5]([NH:8][C:9]([C:11]2[NH:12][CH:13]=[C:14]([C:16]#[N:17])[N:15]=2)=[O:10])=[C:4]([C:18]2[CH2:23][CH2:22][C:21]([CH3:25])([CH3:24])[CH2:20][CH:19]=2)[CH:3]=1.[C:26]([N:29]1[CH2:34][CH2:33][C:32](=[O:35])[CH2:31][CH2:30]1)(=[O:28])[CH3:27]. Product: [C:26]([N:29]1[CH2:34][CH2:33][C:32]([C:2]2[CH:7]=[CH:6][C:5]([NH:8][C:9]([C:11]3[NH:12][CH:13]=[C:14]([C:16]#[N:17])[N:15]=3)=[O:10])=[C:4]([C:18]3[CH2:23][CH2:22][C:21]([CH3:25])([CH3:24])[CH2:20][CH:19]=3)[CH:3]=2)([OH:35])[CH2:31][CH2:30]1)(=[O:28])[CH3:27]. The catalyst class is: 100. (7) Reactant: [Br:1][C:2]1[CH:3]=[C:4]([CH:20]=[CH:21][CH:22]=1)[CH2:5][N:6]1[C:14]2[C:13](=[O:15])[N:12]([CH3:16])[C:11](=[O:17])[N:10]([CH3:18])[C:9]=2[N:8]=[C:7]1Cl.C(=O)([O-])[O-].[K+].[K+].[F:29][C:30]([F:39])([F:38])[C:31]1[CH:32]=[C:33]([OH:37])[CH:34]=[CH:35][CH:36]=1. Product: [Br:1][C:2]1[CH:3]=[C:4]([CH:20]=[CH:21][CH:22]=1)[CH2:5][N:6]1[C:14]2[C:13](=[O:15])[N:12]([CH3:16])[C:11](=[O:17])[N:10]([CH3:18])[C:9]=2[N:8]=[C:7]1[O:37][C:33]1[CH:34]=[CH:35][CH:36]=[C:31]([C:30]([F:29])([F:38])[F:39])[CH:32]=1. The catalyst class is: 18.